Dataset: Peptide-MHC class I binding affinity with 185,985 pairs from IEDB/IMGT. Task: Regression. Given a peptide amino acid sequence and an MHC pseudo amino acid sequence, predict their binding affinity value. This is MHC class I binding data. (1) The binding affinity (normalized) is 0.192. The MHC is Mamu-A2601 with pseudo-sequence Mamu-A2601. The peptide sequence is MGCLGNQLL. (2) The peptide sequence is STVSQLAKR. The MHC is HLA-A31:01 with pseudo-sequence HLA-A31:01. The binding affinity (normalized) is 0. (3) The peptide sequence is LVTMGTGTFGR. The MHC is HLA-B18:01 with pseudo-sequence HLA-B18:01. The binding affinity (normalized) is 0.0847. (4) The binding affinity (normalized) is 0. The MHC is HLA-B51:01 with pseudo-sequence HLA-B51:01. The peptide sequence is EISTNIRQA. (5) The peptide sequence is TSTLQEQIAW. The MHC is HLA-A02:01 with pseudo-sequence HLA-A02:01. The binding affinity (normalized) is 0.